Task: Predict the reactants needed to synthesize the given product.. Dataset: Full USPTO retrosynthesis dataset with 1.9M reactions from patents (1976-2016) (1) Given the product [Cl:8][C:3]1[CH:4]=[CH:5][CH:6]=[CH:7][C:2]=1[C:11]1[C:12]([O:16][CH3:17])=[CH:13][CH:14]=[CH:15][C:10]=1[F:9], predict the reactants needed to synthesize it. The reactants are: Br[C:2]1[CH:7]=[CH:6][CH:5]=[CH:4][C:3]=1[Cl:8].[F:9][C:10]1[CH:15]=[CH:14][CH:13]=[C:12]([O:16][CH3:17])[C:11]=1B(O)O. (2) Given the product [Br:11][C:8]1[C:9](=[O:10])[C:4]([C:1]2[N:40]([C:34]3[CH:39]=[CH:38][CH:37]=[CH:36][CH:35]=3)[N:41]=[CH:22][CH:2]=2)=[N:5][N:6]([C:12]2[CH:17]=[CH:16][CH:15]=[C:14]([C:18]([F:21])([F:20])[F:19])[CH:13]=2)[CH:7]=1, predict the reactants needed to synthesize it. The reactants are: [C:1]([C:4]1[C:9](=[O:10])[C:8]([Br:11])=[CH:7][N:6]([C:12]2[CH:17]=[CH:16][CH:15]=[C:14]([C:18]([F:21])([F:20])[F:19])[CH:13]=2)[N:5]=1)(=O)[CH3:2].[CH3:22]OC(OC)N(C)C.CC(O)=O.[C:34]1([NH:40][NH2:41])[CH:39]=[CH:38][CH:37]=[CH:36][CH:35]=1. (3) Given the product [C:3]([O:7][C:8]([N:10]([CH2:14][C:15]1[CH:20]=[CH:19][C:18]([NH:21][C:22]2[N:27]=[C:26]([CH2:28][CH2:29][C:30]3[CH:35]=[CH:34][CH:33]=[CH:32][C:31]=3[CH2:36][C:37]([OH:39])=[O:38])[C:25]([C:41]([F:43])([F:44])[F:42])=[CH:24][N:23]=2)=[CH:17][CH:16]=1)[CH2:11][CH2:12][OH:13])=[O:9])([CH3:6])([CH3:4])[CH3:5], predict the reactants needed to synthesize it. The reactants are: [Li+].[OH-].[C:3]([O:7][C:8]([N:10]([CH2:14][C:15]1[CH:20]=[CH:19][C:18]([NH:21][C:22]2[N:27]=[C:26]([CH2:28][CH2:29][C:30]3[CH:35]=[CH:34][CH:33]=[CH:32][C:31]=3[CH2:36][C:37]([O:39]C)=[O:38])[C:25]([C:41]([F:44])([F:43])[F:42])=[CH:24][N:23]=2)=[CH:17][CH:16]=1)[CH2:11][CH2:12][OH:13])=[O:9])([CH3:6])([CH3:5])[CH3:4]. (4) Given the product [C:30]([O:33][C:34]1[CH:55]=[CH:54][C:37]([C:38]2[C:47](=[O:48])[C:46]3[C:41](=[C:42]([CH3:53])[C:43]([O:49][C:50](=[O:52])[CH3:51])=[CH:44][CH:45]=3)[O:40][CH:39]=2)=[CH:36][C:35]=1[O:1][CH3:2])(=[O:32])[CH3:31], predict the reactants needed to synthesize it. The reactants are: [OH:1][C:2]1C=CC(C2C(=O)C3C(=C(C)C(O)=CC=3)OC=2)=CC=1OC.C(OC(=O)C)(=O)C.[C:30]([O:33][C:34]1[CH:55]=[CH:54][C:37]([C:38]2[C:47](=[O:48])[C:46]3[C:41](=[C:42]([CH3:53])[C:43]([O:49][C:50](=[O:52])[CH3:51])=[CH:44][CH:45]=3)[O:40][CH:39]=2)=[CH:36][CH:35]=1)(=[O:32])[CH3:31]. (5) Given the product [NH2:8][C:9]1[CH:17]=[N:16][CH:15]=[CH:14][C:10]=1[C:11]([OH:13])=[O:12], predict the reactants needed to synthesize it. The reactants are: C(OC([NH:8][C:9]1[CH:17]=[N:16][CH:15]=[CH:14][C:10]=1[C:11]([OH:13])=[O:12])=O)(C)(C)C.Cl.